Dataset: Full USPTO retrosynthesis dataset with 1.9M reactions from patents (1976-2016). Task: Predict the reactants needed to synthesize the given product. (1) Given the product [C:23]([C:22]1[C:17]([S:9][CH2:10][CH2:11][C:12]([O:14][CH3:15])=[O:13])=[N:18][CH:19]=[CH:20][CH:21]=1)#[N:24], predict the reactants needed to synthesize it. The reactants are: CN(C)C=O.C[O-].[Na+].[SH:9][CH2:10][CH2:11][C:12]([O:14][CH3:15])=[O:13].Cl[C:17]1[C:22]([C:23]#[N:24])=[CH:21][CH:20]=[CH:19][N:18]=1. (2) Given the product [I-:1].[CH2:35]([N:36]([C:19]1[CH:18]=[CH:17][C:16]2[C:21]([CH:20]=1)=[S+:22][C:23]1[C:14](=[CH:13][CH:12]=[C:11]([N:7]([CH2:8][CH2:9][CH3:10])[CH2:4][CH2:5][CH3:6])[CH:24]=1)[N:15]=2)[CH2:37][CH2:38][CH2:39][CH3:40])[CH2:34][CH2:33][CH3:32], predict the reactants needed to synthesize it. The reactants are: [I-:1].[I-].[I-].[CH2:4]([N:7]([C:11]1[CH:12]=[CH:13][C:14]2[C:23]([CH:24]=1)=[S+:22][C:21]1[C:16](=[CH:17][CH:18]=[CH:19][CH:20]=1)[N:15]=2)[CH2:8][CH2:9][CH3:10])[CH2:5][CH3:6].C(N([C:32]1[CH:33]=[CH:34][C:35]2C(C=1)=[S+]C1[C:37](=[CH:38][CH:39]=[CH:40]C=1)[N:36]=2)CCC)CC.C(N(C1C=CC2C(C=1)=[S+]C1C(=CC=CC=1)N=2)CCC)CC.C(NCCCC)CCC. (3) Given the product [Br:1][C:2]1[CH:3]=[CH:4][C:5]([I:9])=[C:6]([CH2:8][Br:35])[CH:7]=1, predict the reactants needed to synthesize it. The reactants are: [Br:1][C:2]1[CH:3]=[CH:4][C:5]([I:9])=[C:6]([CH3:8])[CH:7]=1.C(OOC(=O)C1C=CC=CC=1)(=O)C1C=CC=CC=1.C1C(=O)N([Br:35])C(=O)C1.CO. (4) Given the product [C:1]([O:7][C@H:8]1[C@@H:14]([O:15][C:16](=[O:21])[C:17]([CH3:18])([CH3:20])[CH3:19])[C@H:13]([O:22][C:23](=[O:28])[C:24]([CH3:27])([CH3:26])[CH3:25])[C@@H:12]([CH2:29][O:30][C:31](=[O:36])[C:32]([CH3:35])([CH3:34])[CH3:33])[O:11][CH:9]1[O:10][CH2:52][CH2:51][CH2:50][CH2:49][CH2:48][C:47]([OH:54])=[O:46])(=[O:6])[C:2]([CH3:5])([CH3:4])[CH3:3], predict the reactants needed to synthesize it. The reactants are: [C:1]([O:7][C@H:8]1[C@@H:14]([O:15][C:16](=[O:21])[C:17]([CH3:20])([CH3:19])[CH3:18])[C@H:13]([O:22][C:23](=[O:28])[C:24]([CH3:27])([CH3:26])[CH3:25])[C@@H:12]([CH2:29][O:30][C:31](=[O:36])[C:32]([CH3:35])([CH3:34])[CH3:33])[O:11][CH:9]1[OH:10])(=[O:6])[C:2]([CH3:5])([CH3:4])[CH3:3].[OH-].[K+].C([O:46][C:47](=[O:54])[CH2:48][CH2:49][CH2:50][CH2:51][CH2:52]Br)C1C=CC=CC=1.COC(C)(C)C.